From a dataset of Catalyst prediction with 721,799 reactions and 888 catalyst types from USPTO. Predict which catalyst facilitates the given reaction. (1) Product: [CH3:31][N:2]([CH3:1])[C:3]([C:5]1[CH:22]=[C:21]([OH:23])[C:8]2[N:9]=[C:10]([CH3:20])[N:11]([CH2:12][O:13][CH2:14][CH2:15][Si:16]([CH3:17])([CH3:18])[CH3:19])[C:7]=2[CH:6]=1)=[O:4]. The catalyst class is: 29. Reactant: [CH3:1][N:2]([CH3:31])[C:3]([C:5]1[CH:22]=[C:21]([O:23]CC2C=CC=CC=2)[C:8]2[N:9]=[C:10]([CH3:20])[N:11]([CH2:12][O:13][CH2:14][CH2:15][Si:16]([CH3:19])([CH3:18])[CH3:17])[C:7]=2[CH:6]=1)=[O:4]. (2) Reactant: [Cl:1][CH2:2][C:3]1([CH2:9][Cl:10])[CH2:7][O:6][C:5](=[O:8])[NH:4]1.C(O[Cl:16])(C)(C)C. Product: [Cl:16][N:4]1[C:3]([CH2:9][Cl:10])([CH2:2][Cl:1])[CH2:7][O:6][C:5]1=[O:8]. The catalyst class is: 5. (3) Reactant: [NH2:1][C:2]1[CH:3]=[C:4]([NH:10][S:11]([CH3:14])(=[O:13])=[O:12])[CH:5]=[CH:6][C:7]=1[NH:8][CH3:9].CN(C=O)C.OOS([O-])=O.[K+].[CH:26](=O)[C:27]1[CH:32]=[CH:31][CH:30]=[N:29][CH:28]=1. Product: [CH3:9][N:8]1[C:7]2[CH:6]=[CH:5][C:4]([NH:10][S:11]([CH3:14])(=[O:13])=[O:12])=[CH:3][C:2]=2[N:1]=[C:26]1[C:27]1[CH:28]=[N:29][CH:30]=[CH:31][CH:32]=1. The catalyst class is: 6. (4) Reactant: [C:1]([O:5][C:6]([NH:8][CH:9]([C:11]1[C:20]([C:21]2[CH:26]=[CH:25][CH:24]=[CH:23][N:22]=2)=[C:19]([C:27]([OH:29])=O)[C:18]2[C:13](=[CH:14][CH:15]=[C:16]([F:30])[CH:17]=2)[N:12]=1)[CH3:10])=[O:7])([CH3:4])([CH3:3])[CH3:2].CN.C1C[N:36]([P+](ON2N=NC3C=CC=CC2=3)(N2CCCC2)N2CCCC2)[CH2:35]C1.F[P-](F)(F)(F)(F)F.CCN(C(C)C)C(C)C. Product: [F:30][C:16]1[CH:17]=[C:18]2[C:13](=[CH:14][CH:15]=1)[N:12]=[C:11]([CH:9]([NH:8][C:6](=[O:7])[O:5][C:1]([CH3:3])([CH3:4])[CH3:2])[CH3:10])[C:20]([C:21]1[CH:26]=[CH:25][CH:24]=[CH:23][N:22]=1)=[C:19]2[C:27](=[O:29])[NH:36][CH3:35]. The catalyst class is: 3. (5) Reactant: COC[O:4][C@@H:5]1[CH2:28][C@@H:9]2[C:10](=[O:27])[O:11][C:12]3[C@@H:13]4[CH2:20][CH2:19][C@H:18]([C@H:21]([CH3:25])[CH2:22][O:23][CH3:24])[C@@:14]4([CH3:26])[CH2:15][CH2:16][C:17]=3[C@@:8]2([CH3:29])[CH2:7][CH2:6]1.CC1C=CC(S(O)(=O)=O)=CC=1.[Cl-].[NH4+]. Product: [OH:4][C@@H:5]1[CH2:28][C@@H:9]2[C:10](=[O:27])[O:11][C:12]3[C@@H:13]4[CH2:20][CH2:19][C@H:18]([C@H:21]([CH3:25])[CH2:22][O:23][CH3:24])[C@@:14]4([CH3:26])[CH2:15][CH2:16][C:17]=3[C@@:8]2([CH3:29])[CH2:7][CH2:6]1. The catalyst class is: 107. (6) Reactant: [OH:1][CH:2]([C@@H:14]([NH:19][C:20](=[O:35])[O:21][CH2:22][C:23]1([CH2:27][S:28][C:29]2[N:30]([CH3:34])[CH:31]=[CH:32][N:33]=2)[CH2:26][CH2:25][CH2:24]1)[CH2:15][CH2:16][CH2:17][CH3:18])[C:3](=[O:13])[NH:4][C@@H:5]([C:7]1[CH:12]=[CH:11][CH:10]=[CH:9][CH:8]=1)[CH3:6].C(Cl)(=O)C(Cl)=O.CS(C)=O.C(N(CC)CC)C. Product: [O:13]=[C:3]([NH:4][C@@H:5]([C:7]1[CH:12]=[CH:11][CH:10]=[CH:9][CH:8]=1)[CH3:6])[C:2]([C@@H:14]([NH:19][C:20](=[O:35])[O:21][CH2:22][C:23]1([CH2:27][S:28][C:29]2[N:30]([CH3:34])[CH:31]=[CH:32][N:33]=2)[CH2:24][CH2:25][CH2:26]1)[CH2:15][CH2:16][CH2:17][CH3:18])=[O:1]. The catalyst class is: 4.